From a dataset of Forward reaction prediction with 1.9M reactions from USPTO patents (1976-2016). Predict the product of the given reaction. (1) Given the reactants [CH3:1][N:2]1[CH2:7][CH:6]([OH:8])[C:5]2[CH:9]=[CH:10][O:11][C:4]=2[CH2:3]1.[NH2:12][C:13]1[CH:14]=[C:15](O)[CH:16]=[CH:17][C:18]=1[Cl:19], predict the reaction product. The product is: [ClH:19].[ClH:19].[NH2:12][C:13]1[CH:14]=[C:15]([O:8][CH:6]2[CH2:7][N:2]([CH3:1])[CH2:3][C:4]3[O:11][CH:10]=[CH:9][C:5]2=3)[CH:16]=[CH:17][C:18]=1[Cl:19]. (2) Given the reactants [CH3:13][C:12]([O:11][C:9](O[C:9]([O:11][C:12]([CH3:15])([CH3:14])[CH3:13])=[O:10])=[O:10])([CH3:15])[CH3:14].C([O-])([O-])=O.[K+].[K+].[CH3:22][O:23][C:24]1[CH:25]=[CH:26][C:27]2[NH:33][CH:32]([CH:34]=[CH2:35])[CH2:31][CH2:30][CH2:29][C:28]=2[CH:36]=1, predict the reaction product. The product is: [CH3:22][O:23][C:24]1[CH:25]=[CH:26][C:27]2[N:33]([C:9]([O:11][C:12]([CH3:13])([CH3:14])[CH3:15])=[O:10])[CH:32]([CH:34]=[CH2:35])[CH2:31][CH2:30][CH2:29][C:28]=2[CH:36]=1. (3) Given the reactants O[C:2]1[CH:3]=[C:4]([CH2:12]C(O)=O)[CH:5]=[C:6]([C:8]([F:11])([F:10])[F:9])[CH:7]=1.I[CH3:17].[C:18](=[O:21])([O-])[O-:19].[K+].[K+].CN([CH:27]=[O:28])C, predict the reaction product. The product is: [CH3:17][O:19][C:18](=[O:21])[CH2:12][C:4]1[CH:5]=[C:6]([C:8]([F:9])([F:10])[F:11])[CH:7]=[C:2]([O:28][CH3:27])[CH:3]=1. (4) Given the reactants [CH3:1][C:2]1[CH:3]=[CH:4][C:5]2[O:9][CH:8]=[N:7][C:6]=2[CH:10]=1.C([Li])CCC.Br[C:17]1[CH:25]=[CH:24][C:20]([CH2:21][C:22]#[N:23])=[C:19]([F:26])[CH:18]=1, predict the reaction product. The product is: [F:26][C:19]1[CH:18]=[C:17]([C:8]2[O:9][C:5]3[CH:4]=[CH:3][C:2]([CH3:1])=[CH:10][C:6]=3[N:7]=2)[CH:25]=[CH:24][C:20]=1[CH2:21][C:22]#[N:23]. (5) Given the reactants [Cl:1][C:2]1[CH:3]=[C:4]([C:21]2[C:22]([C:27](O)=[O:28])=[CH:23][CH:24]=[CH:25][CH:26]=2)[CH:5]=[CH:6][C:7]=1[CH2:8][CH:9]1[CH2:13][CH2:12][N:11]([CH:14]2[CH2:19][CH2:18][CH2:17][CH2:16][CH2:15]2)[C:10]1=[O:20].CCN=C=NCCCN(C)C.Cl.C1C=CC2N(O)N=NC=2C=1.C(N(CC)CC)C.[CH3:59][N:60]1[CH2:65][CH2:64][NH:63][CH2:62][CH2:61]1, predict the reaction product. The product is: [ClH:1].[Cl:1][C:2]1[CH:3]=[C:4]([C:21]2[CH:26]=[CH:25][CH:24]=[CH:23][C:22]=2[C:27]([N:63]2[CH2:64][CH2:65][N:60]([CH3:59])[CH2:61][CH2:62]2)=[O:28])[CH:5]=[CH:6][C:7]=1[CH2:8][CH:9]1[CH2:13][CH2:12][N:11]([CH:14]2[CH2:15][CH2:16][CH2:17][CH2:18][CH2:19]2)[C:10]1=[O:20].